This data is from Reaction yield outcomes from USPTO patents with 853,638 reactions. The task is: Predict the reaction yield, written as a fraction of the theoretical maximum amount of product (1.0 means a 100% yield; for example, 0.34 means a 34% yield). (1) The reactants are [H-].[Na+].[C:3]([O:10][CH3:11])(=[O:9])[CH2:4][C:5]([O:7][CH3:8])=[O:6].[Br:12][C:13]1[CH:14]=[C:15]2[C:20](=[CH:21][CH:22]=1)[N:19]=[C:18]([O:23][CH3:24])[C:17]([CH:25](Br)[C:26]1[CH:31]=[CH:30][CH:29]=[CH:28][CH:27]=1)=[CH:16]2. The catalyst is O1CCCC1. The product is [CH3:8][O:7][C:5](=[O:6])[CH:4]([CH:25]([C:17]1[C:18]([O:23][CH3:24])=[N:19][C:20]2[C:15]([CH:16]=1)=[CH:14][C:13]([Br:12])=[CH:22][CH:21]=2)[C:26]1[CH:27]=[CH:28][CH:29]=[CH:30][CH:31]=1)[C:3]([O:10][CH3:11])=[O:9]. The yield is 0.943. (2) The reactants are N#N.[C:3]1(=[O:8])[CH2:7][CH2:6][CH:5]=[CH:4]1.[CH2:9]([N:16]([CH2:22]OC)[CH2:17][Si](C)(C)C)[C:10]1[CH:15]=[CH:14][CH:13]=[CH:12][CH:11]=1.O. The catalyst is C(Cl)Cl.COC(C)(C)C.FC(F)(F)C(O)=O. The product is [CH2:9]([N:16]1[CH2:22][CH:4]2[C:3](=[O:8])[CH2:7][CH2:6][CH:5]2[CH2:17]1)[C:10]1[CH:15]=[CH:14][CH:13]=[CH:12][CH:11]=1. The yield is 0.814. (3) The reactants are [Br:1][C:2]1[CH:7]=[C:6]([N+:8]([O-:10])=[O:9])[CH:5]=[CH:4][C:3]=1F.[O:12]1[CH2:17][CH2:16][N:15]([CH2:18][CH2:19][NH2:20])[CH2:14][CH2:13]1.C(=O)([O-])[O-].[K+].[K+].O. The catalyst is CS(C)=O. The product is [Br:1][C:2]1[CH:7]=[C:6]([N+:8]([O-:10])=[O:9])[CH:5]=[CH:4][C:3]=1[NH:20][CH2:19][CH2:18][N:15]1[CH2:16][CH2:17][O:12][CH2:13][CH2:14]1. The yield is 0.728. (4) The reactants are [Cl:1][C:2]1[C:3]([O:30][C@H:31]2[CH2:36][CH2:35][CH2:34][CH2:33][C@@H:32]2[C:37]2[N:41]([CH3:42])[N:40]=[CH:39][CH:38]=2)=[CH:4][C:5]([F:29])=[C:6]([S:8]([N:11](CC2C=CC(OC)=CC=2OC)[C:12]2[CH:17]=[CH:16][N:15]=[CH:14][N:13]=2)(=[O:10])=[O:9])[CH:7]=1.C([SiH](CC)CC)C. The catalyst is ClCCl.FC(F)(F)C(O)=O. The product is [Cl:1][C:2]1[C:3]([O:30][C@H:31]2[CH2:36][CH2:35][CH2:34][CH2:33][C@@H:32]2[C:37]2[N:41]([CH3:42])[N:40]=[CH:39][CH:38]=2)=[CH:4][C:5]([F:29])=[C:6]([S:8]([NH:11][C:12]2[CH:17]=[CH:16][N:15]=[CH:14][N:13]=2)(=[O:10])=[O:9])[CH:7]=1. The yield is 0.990. (5) The reactants are [CH3:1][S:2](Cl)(=[O:4])=[O:3].[NH2:6][C:7]1[CH:8]=[C:9]2[C:14](=[O:15])[NH:13][C:11](=[O:12])[C:10]2=[CH:16][CH:17]=1.O.C(Cl)Cl. The catalyst is N1C=CC=CC=1. The product is [CH3:1][S:2]([NH:6][C:7]1[CH:8]=[C:9]2[C:14](=[O:15])[NH:13][C:11](=[O:12])[C:10]2=[CH:16][CH:17]=1)(=[O:4])=[O:3]. The yield is 0.760. (6) The reactants are [C:1]([SiH2:5][O:6][C:7]([CH3:17])([CH3:16])[C:8]1[CH:9]=[CH:10][C:11]([F:15])=[C:12]([OH:14])[CH:13]=1)([CH3:4])([CH3:3])[CH3:2].N1C=CN=C1.[C:23]([Si:27](Cl)([CH3:29])[CH3:28])([CH3:26])([CH3:25])[CH3:24]. The catalyst is CN(C=O)C. The product is [C:23]([Si:27]([CH3:29])([CH3:28])[O:14][C:12]1[CH:13]=[C:8]([C:7]([CH3:17])([CH3:16])[O:6][SiH2:5][C:1]([CH3:4])([CH3:2])[CH3:3])[CH:9]=[CH:10][C:11]=1[F:15])([CH3:26])([CH3:25])[CH3:24]. The yield is 0.680.